This data is from Full USPTO retrosynthesis dataset with 1.9M reactions from patents (1976-2016). The task is: Predict the reactants needed to synthesize the given product. (1) Given the product [F:1][C:2]1[CH:3]=[C:4]2[C:9](=[CH:10][CH:11]=1)[C:8](=[O:7])[NH:21][CH:6]=[C:5]2[C:13]([O:15][CH3:16])=[O:14], predict the reactants needed to synthesize it. The reactants are: [F:1][C:2]1[CH:3]=[C:4]2[C:9](=[CH:10][CH:11]=1)[C:8](=O)[O:7][CH:6]=[C:5]2[C:13]([O:15][CH3:16])=[O:14].C([O-])(=O)C.[NH4+:21]. (2) Given the product [Cl:1][C:2]1[CH:3]=[CH:4][C:5]([O:10][CH2:11][C:12]2([CH3:16])[CH2:15][O:14][CH2:13]2)=[C:6]([CH:9]=1)[CH:7]=[O:8], predict the reactants needed to synthesize it. The reactants are: [Cl:1][C:2]1[CH:3]=[CH:4][C:5]([OH:10])=[C:6]([CH:9]=1)[CH:7]=[O:8].[CH3:11][C:12]1([CH2:16]OS(C2C=CC(C)=CC=2)(=O)=O)[CH2:15][O:14][CH2:13]1.C([O-])([O-])=O.[K+].[K+]. (3) Given the product [Cl:5][C:6]1[CH:7]=[C:8]([S:18]([NH2:1])(=[O:20])=[O:19])[CH:10]=[CH:11][C:12]=1[I:13], predict the reactants needed to synthesize it. The reactants are: [N:1]([O-])=O.[Na+].[Cl:5][C:6]1[CH:7]=[C:8]([CH:10]=[CH:11][C:12]=1[I:13])N.Cl.[Cl-].[Mg+2].[Cl-].[S:18](=[O:20])=[O:19].